From a dataset of Peptide-MHC class II binding affinity with 134,281 pairs from IEDB. Regression. Given a peptide amino acid sequence and an MHC pseudo amino acid sequence, predict their binding affinity value. This is MHC class II binding data. The binding affinity (normalized) is 0.136. The MHC is HLA-DPA10201-DPB10101 with pseudo-sequence HLA-DPA10201-DPB10101. The peptide sequence is DVINAPIKEFKAK.